Dataset: Reaction yield outcomes from USPTO patents with 853,638 reactions. Task: Predict the reaction yield, written as a fraction of the theoretical maximum amount of product (1.0 means a 100% yield; for example, 0.34 means a 34% yield). (1) The reactants are [NH2:1][C:2]1[CH:11]=[CH:10][C:5]([C:6]([O:8][CH3:9])=[O:7])=[CH:4][C:3]=1[OH:12].[C:13](C1NC=CN=1)(C1NC=CN=1)=[O:14]. The catalyst is C1COCC1. The product is [O:14]=[C:13]1[NH:1][C:2]2[CH:11]=[CH:10][C:5]([C:6]([O:8][CH3:9])=[O:7])=[CH:4][C:3]=2[O:12]1. The yield is 0.560. (2) The reactants are [Cl:1][C:2]1[N:10]=[C:9]2[C:5]([N:6]=[CH:7][N:8]2[CH2:11][CH2:12][CH3:13])=[C:4](Cl)[N:3]=1.[NH2:15][CH2:16][CH:17]1[CH2:19][CH2:18]1.C(N(CC)CC)C. The catalyst is CCCCO. The product is [Cl:1][C:2]1[N:10]=[C:9]2[C:5]([N:6]=[CH:7][N:8]2[CH2:11][CH2:12][CH3:13])=[C:4]([NH:15][CH2:16][CH:17]2[CH2:19][CH2:18]2)[N:3]=1. The yield is 0.950. (3) The reactants are [NH:1]1[C:9]2[C:4](=[CH:5][CH:6]=[CH:7][CH:8]=2)[CH2:3][C:2]1=[O:10].[CH:11]([C:13]1[CH:21]=[C:20]2[C:16]([C:17](/[CH:22]=[CH:23]/[C:24]3[CH:32]=[CH:31][C:27]([C:28]([OH:30])=[O:29])=[CH:26][CH:25]=3)=[N:18][NH:19]2)=[CH:15][CH:14]=1)=O. No catalyst specified. The product is [O:10]=[C:2]1[NH:1][C:9]2[C:4](/[C:3]/1=[CH:11]\[C:13]1[CH:21]=[C:20]3[C:16]([C:17](/[CH:22]=[CH:23]/[C:24]4[CH:32]=[CH:31][C:27]([C:28]([OH:30])=[O:29])=[CH:26][CH:25]=4)=[N:18][NH:19]3)=[CH:15][CH:14]=1)=[CH:5][CH:6]=[CH:7][CH:8]=2. The yield is 0.210. (4) The reactants are [F:1][C:2]1[CH:7]=[CH:6][C:5]([CH2:8][CH2:9][NH:10][C:11](=[O:16])/[CH:12]=[CH:13]/[CH2:14][CH3:15])=[CH:4][CH:3]=1.[C:17]([CH2:19][C:20]([O:22]CC)=O)#[N:18].CC(C)([O-])C.[K+].O1CCCC1.Cl. The catalyst is C(O)(C)(C)C. The product is [F:1][C:2]1[CH:3]=[CH:4][C:5]([CH2:8][CH2:9][N:10]2[C:11](=[O:16])[CH2:12][CH:13]([CH2:14][CH3:15])[CH:19]([C:17]#[N:18])[C:20]2=[O:22])=[CH:6][CH:7]=1. The yield is 0.770. (5) The reactants are [C:1]([O:5][C:6]([N:8]1[CH2:13][CH2:12][CH:11]([C:14]2[N:15]([CH2:27][CH2:28][O:29]C3CCCCO3)[CH:16]=[C:17]([C:19]3[CH:24]=[CH:23][C:22]([F:25])=[C:21]([Cl:26])[CH:20]=3)[N:18]=2)[CH2:10][CH2:9]1)=[O:7])([CH3:4])([CH3:3])[CH3:2].Cl. The catalyst is C1COCC1.CC(=O)OCC. The product is [C:1]([O:5][C:6]([N:8]1[CH2:13][CH2:12][CH:11]([C:14]2[N:15]([CH2:27][CH2:28][OH:29])[CH:16]=[C:17]([C:19]3[CH:24]=[CH:23][C:22]([F:25])=[C:21]([Cl:26])[CH:20]=3)[N:18]=2)[CH2:10][CH2:9]1)=[O:7])([CH3:4])([CH3:3])[CH3:2]. The yield is 0.890. (6) The reactants are [NH2:1][C@H:2]([C:7]([CH:9]([CH2:13][CH2:14][CH2:15][C@H:16]1[C@@H:24]2[C@@H:19]([NH:20][C:21]([NH:23]2)=[O:22])[CH2:18][S:17]1)[C:10](=[O:12])[OH:11])=[O:8])C(C)(C)C.FC(F)(F)C(O)=O. No catalyst specified. The product is [NH2:1][CH2:2][C:7]([CH:9]([CH2:13][CH2:14][CH2:15][C@H:16]1[C@@H:24]2[C@@H:19]([NH:20][C:21]([NH:23]2)=[O:22])[CH2:18][S:17]1)[C:10](=[O:11])[OH:12])=[O:8]. The yield is 0.920. (7) The reactants are CN(C)C=O.[CH2:6]([C:9]1[C:17]([OH:18])=[CH:16][CH:15]=[C:14]2[C:10]=1[CH2:11][O:12][C:13]2([C:23]([F:26])([F:25])[F:24])[C:19]([F:22])([F:21])[F:20])[CH2:7][CH3:8].[Br:27][CH2:28][CH2:29][CH2:30][CH2:31]Br.C(=O)([O-])[O-].[K+].[K+]. The catalyst is O. The product is [Br:27][CH2:28][CH2:29][CH2:30][CH2:31][O:18][C:17]1[C:9]([CH2:6][CH2:7][CH3:8])=[C:10]2[C:14](=[CH:15][CH:16]=1)[C:13]([C:23]([F:26])([F:24])[F:25])([C:19]([F:20])([F:21])[F:22])[O:12][CH2:11]2. The yield is 0.990. (8) The yield is 0.280. The reactants are Cl.[NH2:2][C@@H:3]1[CH2:7][N:6]([C:8]2[CH:13]=[CH:12][C:11]([O:14][CH2:15][C:16]3[CH:21]=[CH:20][CH:19]=[C:18]([F:22])[CH:17]=3)=[CH:10][CH:9]=2)[C:5](=[O:23])[CH2:4]1.C(N(C(C)C)C(C)C)C.[F:33][CH2:34][C:35](OC)=[O:36]. The product is [F:33][CH2:34][C:35]([NH:2][C@H:3]1[CH2:4][C:5](=[O:23])[N:6]([C:8]2[CH:9]=[CH:10][C:11]([O:14][CH2:15][C:16]3[CH:21]=[CH:20][CH:19]=[C:18]([F:22])[CH:17]=3)=[CH:12][CH:13]=2)[CH2:7]1)=[O:36]. The catalyst is CN(C)C=O.